Dataset: Forward reaction prediction with 1.9M reactions from USPTO patents (1976-2016). Task: Predict the product of the given reaction. Given the reactants Cl[C:2]1[N:22]=[C:5]2[C:6]([NH:10][CH2:11][C:12]3[CH:17]=[CH:16][CH:15]=[CH:14][C:13]=3[S:18]([CH3:21])(=[O:20])=[O:19])=[CH:7][CH:8]=[CH:9][N:4]2[N:3]=1.[N:23]1([CH2:28][CH2:29][O:30][C:31]2[CH:36]=[CH:35][C:34]([NH2:37])=[CH:33][CH:32]=2)[CH2:27][CH2:26][CH2:25][CH2:24]1.C1(P(C2CCCCC2)C2C=CC=CC=2C2C=CC=CC=2P(C2CCCCC2)C2CCCCC2)CCCCC1, predict the reaction product. The product is: [CH3:21][S:18]([C:13]1[CH:14]=[CH:15][CH:16]=[CH:17][C:12]=1[CH2:11][NH:10][C:6]1[C:5]2[N:4]([N:3]=[C:2]([NH:37][C:34]3[CH:35]=[CH:36][C:31]([O:30][CH2:29][CH2:28][N:23]4[CH2:27][CH2:26][CH2:25][CH2:24]4)=[CH:32][CH:33]=3)[N:22]=2)[CH:9]=[CH:8][CH:7]=1)(=[O:20])=[O:19].